This data is from Reaction yield outcomes from USPTO patents with 853,638 reactions. The task is: Predict the reaction yield, written as a fraction of the theoretical maximum amount of product (1.0 means a 100% yield; for example, 0.34 means a 34% yield). (1) The catalyst is CN(C=O)C. The product is [Br:1][C:2]1[CH:3]=[N:4][C:5]([NH:8][CH2:12][CH2:13][CH2:14][O:15][C:16]2[CH:17]=[C:18]3[C:22](=[CH:23][CH:24]=2)[C@H:21]([CH2:25][C:26]([O:28][CH2:29][CH3:30])=[O:27])[CH2:20][CH2:19]3)=[N:6][CH:7]=1. The reactants are [Br:1][C:2]1[CH:3]=[N:4][C:5]([NH2:8])=[N:6][CH:7]=1.[H-].[Na+].Br[CH2:12][CH2:13][CH2:14][O:15][C:16]1[CH:17]=[C:18]2[C:22](=[CH:23][CH:24]=1)[C@H:21]([CH2:25][C:26]([O:28][CH2:29][CH3:30])=[O:27])[CH2:20][CH2:19]2.[NH4+].[Cl-]. The yield is 0.210. (2) The reactants are [OH:1][NH2:2].C([O:5][C:6](=O)[CH2:7][CH2:8][CH2:9][CH2:10][CH2:11][CH2:12][N:13]([C:20]1[CH:25]=[C:24]([C:26]2[CH:31]=[CH:30][CH:29]=[CH:28][CH:27]=2)[CH:23]=[CH:22][N:21]=1)[C:14]1[CH:19]=[CH:18][CH:17]=[CH:16][N:15]=1)C. The catalyst is CO.CN(C=O)C. The product is [OH:1][NH:2][C:6](=[O:5])[CH2:7][CH2:8][CH2:9][CH2:10][CH2:11][CH2:12][N:13]([C:20]1[CH:25]=[C:24]([C:26]2[CH:31]=[CH:30][CH:29]=[CH:28][CH:27]=2)[CH:23]=[CH:22][N:21]=1)[C:14]1[CH:19]=[CH:18][CH:17]=[CH:16][N:15]=1. The yield is 0.230. (3) The reactants are [CH:1](=O)[CH2:2][CH2:3][CH2:4][CH2:5][CH3:6].C(O)(=O)C.C(O[BH-](OC(=O)C)OC(=O)C)(=O)C.[Na+].[CH2:26]([NH:34][C:35]1[CH:40]=[CH:39][C:38]([C:41]2[CH:46]=[CH:45][C:44]([NH:47][C:48]([C:50]3[CH:55]=[C:54]([N+:56]([O-:58])=[O:57])[CH:53]=[CH:52][C:51]=3[Cl:59])=[O:49])=[CH:43][CH:42]=2)=[CH:37][CH:36]=1)[CH2:27][CH2:28][CH2:29][CH2:30][CH2:31][CH2:32][CH3:33].C(=O)(O)[O-].[Na+]. The catalyst is C1COCC1.O. The product is [ClH:59].[CH2:1]([N:34]([C:35]1[CH:36]=[CH:37][C:38]([C:41]2[CH:46]=[CH:45][C:44]([NH:47][C:48]([C:50]3[CH:55]=[C:54]([N+:56]([O-:58])=[O:57])[CH:53]=[CH:52][C:51]=3[Cl:59])=[O:49])=[CH:43][CH:42]=2)=[CH:39][CH:40]=1)[CH2:26][CH2:27][CH2:28][CH2:29][CH2:30][CH2:31][CH2:32][CH3:33])[CH2:2][CH2:3][CH2:4][CH2:5][CH3:6]. The yield is 0.540. (4) The reactants are [H-].[Na+].[C:3]1([CH:9]([N:13]2[CH:17]=[C:16]([C:18]3[C:19]4[CH:26]=[CH:25][N:24]([CH2:27][O:28][CH2:29][CH2:30][Si:31]([CH3:34])([CH3:33])[CH3:32])[C:20]=4[N:21]=[CH:22][N:23]=3)[CH:15]=[N:14]2)[CH2:10][CH2:11][OH:12])[CH:8]=[CH:7][CH:6]=[CH:5][CH:4]=1.[CH3:35]N(C=O)C.CI. No catalyst specified. The product is [CH3:35][O:12][CH2:11][CH2:10][CH:9]([N:13]1[CH:17]=[C:16]([C:18]2[C:19]3[CH:26]=[CH:25][N:24]([CH2:27][O:28][CH2:29][CH2:30][Si:31]([CH3:33])([CH3:32])[CH3:34])[C:20]=3[N:21]=[CH:22][N:23]=2)[CH:15]=[N:14]1)[C:3]1[CH:8]=[CH:7][CH:6]=[CH:5][CH:4]=1. The yield is 0.880. (5) The reactants are [NH2:1][C:2]1[N:7]=[C:6]([CH:8]2[CH2:10][CH2:9]2)[N:5]=[C:4]([C:11]([O:13][CH2:14][CH3:15])=[O:12])[C:3]=1Br.[CH3:17][Si:18]([CH3:35])([CH3:34])/[CH:19]=[CH:20]/[Sn](CCCC)(CCCC)CCCC. The catalyst is O1CCOCC1.C(OCC)(=O)C.O.[Pd].C1(P(C2C=CC=CC=2)C2C=CC=CC=2)C=CC=CC=1.C1(P(C2C=CC=CC=2)C2C=CC=CC=2)C=CC=CC=1.C1(P(C2C=CC=CC=2)C2C=CC=CC=2)C=CC=CC=1.C1(P(C2C=CC=CC=2)C2C=CC=CC=2)C=CC=CC=1. The product is [NH2:1][C:2]1[N:7]=[C:6]([CH:8]2[CH2:10][CH2:9]2)[N:5]=[C:4]([C:11]([O:13][CH2:14][CH3:15])=[O:12])[C:3]=1/[CH:20]=[CH:19]/[Si:18]([CH3:35])([CH3:34])[CH3:17]. The yield is 0.570. (6) The reactants are FC1[CH:23]=[CH:22][C:5]([CH2:6][N:7]2[C:11](=[O:12])[N:10]([C:13]3[S:14][C:15]([C:19]([OH:21])=O)=[C:16]([CH3:18])[N:17]=3)[CH:9]=[N:8]2)=CC=1.C1(C[N:28]2C(=O)N(C3SC(C(O)=O)=C(C)N=3)C=N2)CC1. No catalyst specified. The product is [CH:5]1([CH2:6][N:7]2[C:11](=[O:12])[N:10]([C:13]3[S:14][C:15]([C:19]([NH2:28])=[O:21])=[C:16]([CH3:18])[N:17]=3)[CH:9]=[N:8]2)[CH2:22][CH2:23]1. The yield is 0.430.